This data is from Forward reaction prediction with 1.9M reactions from USPTO patents (1976-2016). The task is: Predict the product of the given reaction. Given the reactants Br[C:2]1[N:6]2[CH:7]=[CH:8][C:9]([C:11]([OH:14])([CH3:13])[CH3:12])=[N:10][C:5]2=[N:4][CH:3]=1.[F:15][C:16]1[C:21]([C:22]2[CH:27]=[CH:26][N:25]=[CH:24][CH:23]=2)=[CH:20][CH:19]=[CH:18][C:17]=1B(O)O, predict the reaction product. The product is: [F:15][C:16]1[C:21]([C:22]2[CH:23]=[CH:24][N:25]=[CH:26][CH:27]=2)=[CH:20][CH:19]=[CH:18][C:17]=1[C:2]1[N:6]2[CH:7]=[CH:8][C:9]([C:11]([OH:14])([CH3:13])[CH3:12])=[N:10][C:5]2=[N:4][CH:3]=1.